Dataset: Forward reaction prediction with 1.9M reactions from USPTO patents (1976-2016). Task: Predict the product of the given reaction. (1) Given the reactants C(O[C:4](=[O:29])[CH2:5][CH2:6][C:7]1[N:11]2[C:12](=[O:27])[CH:13]=[C:14]([CH2:16][N:17]([CH2:25][CH3:26])[C:18]3[CH:23]=[CH:22][C:21]([F:24])=[CH:20][CH:19]=3)[N:15]=[C:10]2[S:9][C:8]=1[CH3:28])C.[NH3:30].CO, predict the reaction product. The product is: [CH2:25]([N:17]([CH2:16][C:14]1[N:15]=[C:10]2[S:9][C:8]([CH3:28])=[C:7]([CH2:6][CH2:5][C:4]([NH2:30])=[O:29])[N:11]2[C:12](=[O:27])[CH:13]=1)[C:18]1[CH:19]=[CH:20][C:21]([F:24])=[CH:22][CH:23]=1)[CH3:26]. (2) Given the reactants Cl[C:2]1[N:24]=[C:5]2[C:6]([NH:10][C:11]3[CH:23]=[CH:22][CH:21]=[CH:20][C:12]=3[CH2:13][N:14]([CH3:19])[S:15]([CH3:18])(=[O:17])=[O:16])=[CH:7][CH:8]=[CH:9][N:4]2[N:3]=1.[CH3:25][N:26]1[CH2:31][CH2:30][CH:29]([C:32]2[CH:37]=[CH:36][C:35]([NH2:38])=[CH:34][CH:33]=2)[CH2:28][CH2:27]1.C1(P(C2CCCCC2)C2C=CC=CC=2C2C=CC=CC=2P(C2CCCCC2)C2CCCCC2)CCCCC1, predict the reaction product. The product is: [CH3:19][N:14]([CH2:13][C:12]1[CH:20]=[CH:21][CH:22]=[CH:23][C:11]=1[NH:10][C:6]1[C:5]2[N:4]([N:3]=[C:2]([NH:38][C:35]3[CH:36]=[CH:37][C:32]([CH:29]4[CH2:28][CH2:27][N:26]([CH3:25])[CH2:31][CH2:30]4)=[CH:33][CH:34]=3)[N:24]=2)[CH:9]=[CH:8][CH:7]=1)[S:15]([CH3:18])(=[O:17])=[O:16]. (3) The product is: [CH3:1][O:2][C:3]([C:5]1[S:9][C:8]([C:13]2[CH:18]=[CH:17][CH:16]=[CH:15][N:14]=2)=[N:7][CH:6]=1)=[O:4]. Given the reactants [CH3:1][O:2][C:3]([C:5]1[S:9][C:8](Br)=[N:7][CH:6]=1)=[O:4].Br[Zn][C:13]1[CH:18]=[CH:17][CH:16]=[CH:15][N:14]=1, predict the reaction product. (4) Given the reactants [O:1]1CCCO[CH:2]1[CH2:7][CH2:8][N:9]1[CH2:18][CH2:17][C:16]2[C:11](=[CH:12][CH:13]=[C:14]([Br:19])[CH:15]=2)[C:10]1=[O:20].Cl, predict the reaction product. The product is: [Br:19][C:14]1[CH:15]=[C:16]2[C:11](=[CH:12][CH:13]=1)[C:10](=[O:20])[N:9]([CH2:8][CH2:7][CH:2]=[O:1])[CH2:18][CH2:17]2. (5) Given the reactants [Cl:1][C:2]1[CH:3]=[N+:4]([O-:40])[CH:5]=[C:6]([Cl:39])[C:7]=1[CH2:8][C@H:9]([O:20][C:21](=[O:38])[C:22]1[CH:27]=[CH:26][C:25]([NH:28][S:29]([CH3:32])(=[O:31])=[O:30])=[C:24]([O:33][CH2:34][CH:35]2[CH2:37][CH2:36]2)[CH:23]=1)[C:10]1[CH:15]=[CH:14][C:13]([O:16][CH3:17])=[C:12]([O:18][CH3:19])[CH:11]=1.C([O-])([O-])=O.[K+].[K+].Cl[CH2:48][CH2:49][N:50]1[CH2:55][CH2:54][O:53][CH2:52][CH2:51]1.O, predict the reaction product. The product is: [ClH:1].[Cl:1][C:2]1[CH:3]=[N+:4]([O-:40])[CH:5]=[C:6]([Cl:39])[C:7]=1[CH2:8][C@H:9]([O:20][C:21](=[O:38])[C:22]1[CH:27]=[CH:26][C:25]([N:28]([CH2:48][CH2:49][N:50]2[CH2:55][CH2:54][O:53][CH2:52][CH2:51]2)[S:29]([CH3:32])(=[O:31])=[O:30])=[C:24]([O:33][CH2:34][CH:35]2[CH2:37][CH2:36]2)[CH:23]=1)[C:10]1[CH:15]=[CH:14][C:13]([O:16][CH3:17])=[C:12]([O:18][CH3:19])[CH:11]=1. (6) Given the reactants [CH2:1]([NH:3][C:4](=[O:44])[NH:5][C:6]1[N:11]=[CH:10][C:9]([C:12]2[CH:13]=[C:14]3[C:19](=[CH:20][CH:21]=2)[N:18]([C@@H:22]([C:25]([CH3:28])([CH3:27])[CH3:26])[CH2:23][OH:24])[CH:17]=[C:16]([C:29]([O:31]CC)=[O:30])[C:15]3=[O:34])=[C:8]([C:35]2[S:36][CH:37]=[C:38]([C:40]([F:43])([F:42])[F:41])[N:39]=2)[CH:7]=1)[CH3:2].[OH-].[Li+].Cl, predict the reaction product. The product is: [CH2:1]([NH:3][C:4](=[O:44])[NH:5][C:6]1[N:11]=[CH:10][C:9]([C:12]2[CH:13]=[C:14]3[C:19](=[CH:20][CH:21]=2)[N:18]([C@@H:22]([C:25]([CH3:28])([CH3:27])[CH3:26])[CH2:23][OH:24])[CH:17]=[C:16]([C:29]([OH:31])=[O:30])[C:15]3=[O:34])=[C:8]([C:35]2[S:36][CH:37]=[C:38]([C:40]([F:41])([F:43])[F:42])[N:39]=2)[CH:7]=1)[CH3:2]. (7) Given the reactants [Mg].II.Cl[CH2:5][C:6]([CH3:14])([C:8]1[CH:13]=[CH:12][CH:11]=[CH:10][CH:9]=1)[CH3:7].BrCCBr.[C:19](=[O:21])=[O:20].Cl, predict the reaction product. The product is: [CH3:7][C:6]([C:8]1[CH:13]=[CH:12][CH:11]=[CH:10][CH:9]=1)([CH3:14])[CH2:5][C:19]([OH:21])=[O:20].